Dataset: Reaction yield outcomes from USPTO patents with 853,638 reactions. Task: Predict the reaction yield, written as a fraction of the theoretical maximum amount of product (1.0 means a 100% yield; for example, 0.34 means a 34% yield). (1) The reactants are [C:1]([N:4]1[C:13]2[C:8](=[CH:9][C:10]([C:14]3[N:15]=[N:16][N:17]([CH2:19][CH2:20][OH:21])[CH:18]=3)=[CH:11][CH:12]=2)[C@H:7]([NH:22][C:23](=[O:29])[O:24][C:25]([CH3:28])([CH3:27])[CH3:26])[CH2:6][C@@H:5]1[CH3:30])(=[O:3])[CH3:2].N1C=CN=C1.Cl[Si:37]([C:40]([CH3:43])([CH3:42])[CH3:41])([CH3:39])[CH3:38]. The catalyst is CN(C)C=O. The product is [C:1]([N:4]1[C:13]2[C:8](=[CH:9][C:10]([C:14]3[N:15]=[N:16][N:17]([CH2:19][CH2:20][O:21][Si:37]([C:40]([CH3:43])([CH3:42])[CH3:41])([CH3:39])[CH3:38])[CH:18]=3)=[CH:11][CH:12]=2)[C@H:7]([NH:22][C:23](=[O:29])[O:24][C:25]([CH3:28])([CH3:27])[CH3:26])[CH2:6][C@@H:5]1[CH3:30])(=[O:3])[CH3:2]. The yield is 0.684. (2) The reactants are Cl[C:2]1[CH:7]=[C:6]([F:8])[CH:5]=[CH:4][N:3]=1.[C:9](=[O:16])([O:11][C:12]([CH3:15])([CH3:14])[CH3:13])[NH2:10].[OH-].[Na+].O. The catalyst is O1CCOCC1.C([O-])(=O)C.[Pd+2].C([O-])(=O)C.C1(P(C2C=CC=CC=2)C2C3OC4C(=CC=CC=4P(C4C=CC=CC=4)C4C=CC=CC=4)C(C)(C)C=3C=CC=2)C=CC=CC=1. The product is [F:8][C:6]1[CH:5]=[CH:4][N:3]=[C:2]([NH:10][C:9](=[O:16])[O:11][C:12]([CH3:15])([CH3:14])[CH3:13])[CH:7]=1. The yield is 0.795. (3) The reactants are [CH3:1][CH:2]([N:4]1[C:12](/[CH:13]=[CH:14]/[C@H:15]([OH:24])[CH2:16][C@H:17]([OH:23])[CH2:18][C:19]([O:21]C)=[O:20])=[C:11]([C:25]2[CH:30]=[CH:29][C:28]([F:31])=[CH:27][CH:26]=2)[C:10]2[C:5]1=[CH:6][CH:7]=[CH:8][CH:9]=2)[CH3:3].[OH-].[Na+:33]. The catalyst is ClCCl. The product is [CH3:3][CH:2]([N:4]1[C:12](/[CH:13]=[CH:14]/[CH:15]([OH:24])[CH2:16][CH:17]([OH:23])[CH2:18][C:19]([O-:21])=[O:20])=[C:11]([C:25]2[CH:26]=[CH:27][C:28]([F:31])=[CH:29][CH:30]=2)[C:10]2[CH:9]=[CH:8][CH:7]=[CH:6][C:5]1=2)[CH3:1].[Na+:33]. The yield is 0.620. (4) The product is [F:1][C:2]1[CH:37]=[C:36]([F:38])[CH:35]=[CH:34][C:3]=1[CH2:4][N:5]([CH2:26][CH2:27][CH2:28][CH2:29][CH2:30][CH2:31][CH2:32][CH3:33])[C:6](=[O:25])[CH2:7][O:8][C:9]1[CH:14]=[CH:13][C:12]([CH2:15][C@H:16]([O:22][CH2:23][CH3:24])[C:17]([OH:19])=[O:18])=[CH:11][CH:10]=1. The yield is 0.980. The catalyst is C1COCC1. The reactants are [F:1][C:2]1[CH:37]=[C:36]([F:38])[CH:35]=[CH:34][C:3]=1[CH2:4][N:5]([CH2:26][CH2:27][CH2:28][CH2:29][CH2:30][CH2:31][CH2:32][CH3:33])[C:6](=[O:25])[CH2:7][O:8][C:9]1[CH:14]=[CH:13][C:12]([CH2:15][C@H:16]([O:22][CH2:23][CH3:24])[C:17]([O:19]CC)=[O:18])=[CH:11][CH:10]=1.[Li+].[OH-]. (5) The reactants are [CH3:1][O:2][CH2:3][C:4]1[C:8]([C:9](OC)=[O:10])=[CH:7][N:6]([C:13]2[CH:18]=[CH:17][CH:16]=[C:15]([C:19]([F:22])([F:21])[F:20])[N:14]=2)[N:5]=1.[H-].[Al+3].[Li+].[H-].[H-].[H-]. The catalyst is O1CCCC1.C1(C)C=CC=CC=1.[O-2].[O-2].[Mn+4]. The product is [CH3:1][O:2][CH2:3][C:4]1[C:8]([CH:9]=[O:10])=[CH:7][N:6]([C:13]2[CH:18]=[CH:17][CH:16]=[C:15]([C:19]([F:22])([F:20])[F:21])[N:14]=2)[N:5]=1. The yield is 0.900. (6) The reactants are [N+:1]([C:4]1[N:9]=[CH:8][C:7]([N:10]2[CH2:15][CH2:14][CH2:13][CH2:12][CH2:11]2)=[CH:6][CH:5]=1)([O-])=O. The catalyst is C1COCC1.[Ni]. The product is [N:10]1([C:7]2[CH:8]=[N:9][C:4]([NH2:1])=[CH:5][CH:6]=2)[CH2:11][CH2:12][CH2:13][CH2:14][CH2:15]1. The yield is 0.857. (7) The reactants are [ClH:1].Cl.Br[C:4]1[CH:5]=[C:6]([N:10]2[CH:16]3[CH2:17][N:13]([CH2:14][CH2:15]3)[CH2:12][CH2:11]2)[CH:7]=[N:8][CH:9]=1.[C:18]1(B(O)O)[CH:23]=[CH:22][CH:21]=[CH:20][CH:19]=1.C(=O)([O-])[O-].[Na+].[Na+]. The catalyst is CCO.O.C1C=CC([P]([Pd]([P](C2C=CC=CC=2)(C2C=CC=CC=2)C2C=CC=CC=2)([P](C2C=CC=CC=2)(C2C=CC=CC=2)C2C=CC=CC=2)[P](C2C=CC=CC=2)(C2C=CC=CC=2)C2C=CC=CC=2)(C2C=CC=CC=2)C2C=CC=CC=2)=CC=1. The product is [ClH:1].[ClH:1].[C:18]1([C:4]2[CH:5]=[C:6]([N:10]3[CH:16]4[CH2:17][N:13]([CH2:14][CH2:15]4)[CH2:12][CH2:11]3)[CH:7]=[N:8][CH:9]=2)[CH:23]=[CH:22][CH:21]=[CH:20][CH:19]=1. The yield is 0.780. (8) The reactants are [Br:1][C:2]1[CH:3]=[C:4]([CH2:8][N:9]([CH2:20][CH:21](OC)OC)S(C2C=CC(C)=CC=2)(=O)=O)[S:5][C:6]=1[CH3:7].Cl.[OH-].[Na+]. The catalyst is O1CCOCC1. The product is [Br:1][C:2]1[C:3]2[C:4](=[CH:8][N:9]=[CH:20][CH:21]=2)[S:5][C:6]=1[CH3:7]. The yield is 0.610. (9) The reactants are [CH2:1]1[O:7][P:5]([OH:8])(=[O:6])[CH2:4][O:3][C@H:2]1[CH2:9][N:10]1[C:15](=[O:16])[N:14]=[C:13]([NH2:17])[CH:12]=[CH:11]1.C1(NC(N2CCOCC2)=NC2CCCCC2)CCCCC1.Br[CH2:40][CH2:41][CH2:42][O:43][CH2:44][CH2:45][CH2:46][CH2:47][CH2:48][CH2:49][CH2:50][CH2:51][CH2:52][CH2:53][CH2:54][CH2:55][CH2:56][CH2:57][CH2:58][CH3:59]. No catalyst specified. The product is [CH3:59][CH2:58][CH2:57][CH2:56][CH2:55][CH2:54][CH2:53][CH2:52][CH2:51][CH2:50][CH2:49][CH2:48][CH2:47][CH2:46][CH2:45][CH2:44][O:43][CH2:42][CH2:41][CH2:40][O:6][P:5]1([O:7][CH2:1][C@H:2]([CH2:9][N:10]2[C:15](=[O:16])[N:14]=[C:13]([NH2:17])[CH:12]=[CH:11]2)[O:3][CH2:4]1)=[O:8]. The yield is 0.250.